Dataset: Reaction yield outcomes from USPTO patents with 853,638 reactions. Task: Predict the reaction yield, written as a fraction of the theoretical maximum amount of product (1.0 means a 100% yield; for example, 0.34 means a 34% yield). (1) The reactants are [CH3:1][N:2]([CH3:16])[C:3]1[CH:4]=C([CH:11]=[C:12]([CH2:14][OH:15])[N:13]=1)C(N(C)C)=O.CO.C[CH2:20][O:21][C:22]([CH3:24])=[O:23].C([O-])(O)=O.[Na+]. The catalyst is OS(O)(=O)=O.O. The product is [CH3:1][N:2]([CH3:16])[C:3]1[CH:4]=[C:24]([CH:11]=[C:12]([CH2:14][OH:15])[N:13]=1)[C:22]([O:21][CH3:20])=[O:23]. The yield is 0.650. (2) The product is [Cl:3][C:4]1[CH:9]=[C:8]([S:10]([C:11]2[CH:16]=[CH:15][C:14]([F:17])=[CH:13][CH:12]=2)(=[O:30])=[O:34])[CH:7]=[CH:6][C:5]=1[NH:18][C:19](=[O:27])[C@:20]([OH:26])([CH3:25])[C:21]([F:23])([F:24])[F:22]. The reactants are OO.[Cl:3][C:4]1[CH:9]=[C:8]([S:10][C:11]2[CH:16]=[CH:15][C:14]([F:17])=[CH:13][CH:12]=2)[CH:7]=[CH:6][C:5]=1[NH:18][C:19](=[O:27])[C@:20]([OH:26])([CH3:25])[C:21]([F:24])([F:23])[F:22].C(OCC)(=[O:30])C.[OH2:34]. The catalyst is C(O)(=O)C. The yield is 0.720.